This data is from Reaction yield outcomes from USPTO patents with 853,638 reactions. The task is: Predict the reaction yield, written as a fraction of the theoretical maximum amount of product (1.0 means a 100% yield; for example, 0.34 means a 34% yield). The reactants are [Cl-].[NH4+].[CH:3]1([C:6]2[CH:11]=[CH:10][N:9]=[CH:8][C:7]=2[N+:12]([O-])=O)[CH2:5][CH2:4]1.CO. The catalyst is C1COCC1.C(Cl)(Cl)Cl.[Zn]. The product is [CH:3]1([C:6]2[CH:11]=[CH:10][N:9]=[CH:8][C:7]=2[NH2:12])[CH2:5][CH2:4]1. The yield is 1.00.